This data is from Reaction yield outcomes from USPTO patents with 853,638 reactions. The task is: Predict the reaction yield, written as a fraction of the theoretical maximum amount of product (1.0 means a 100% yield; for example, 0.34 means a 34% yield). The reactants are [O:1]=[C:2]1[C@@H:6]([NH:7][C:8]([N:10]2[CH:14]=[CH:13]N=[CH:11]2)=[O:9])[CH2:5][CH2:4][O:3]1.S([C:19]1[CH:25]=CC(C)=[CH:21][CH:20]=1)(O)(=O)=O.CNCCCCC=C. No catalyst specified. The product is [CH2:14]([N:10]([CH3:11])[C:8]([NH:7][C@H:6]1[CH2:5][CH2:4][O:3][C:2]1=[O:1])=[O:9])[CH2:13][CH2:21][CH2:20][CH:19]=[CH2:25]. The yield is 0.950.